This data is from Forward reaction prediction with 1.9M reactions from USPTO patents (1976-2016). The task is: Predict the product of the given reaction. (1) Given the reactants [CH2:1]([NH:3][C:4](=[O:28])[NH:5][C:6]1[N:11]=[CH:10][C:9](B(O)O)=[C:8]([C:15]2[S:16][CH:17]=[C:18]([C:20]3[CH:25]=[CH:24][CH:23]=[C:22]([O:26][CH3:27])[N:21]=3)[N:19]=2)[CH:7]=1)[CH3:2].Br[C:30]1[CH:31]=[C:32]([S:36]([NH2:39])(=[O:38])=[O:37])[CH:33]=[N:34][CH:35]=1.C1(P(C2CCCCC2)C2C=CC=CC=2C2C(C(C)C)=CC(C(C)C)=CC=2C(C)C)CCCCC1.C(=O)([O-])[O-].[Cs+].[Cs+], predict the reaction product. The product is: [CH2:1]([NH:3][C:4](=[O:28])[NH:5][C:6]1[N:11]=[CH:10][C:9]([C:30]2[CH:35]=[N:34][CH:33]=[C:32]([S:36]([NH2:39])(=[O:38])=[O:37])[CH:31]=2)=[C:8]([C:15]2[S:16][CH:17]=[C:18]([C:20]3[CH:25]=[CH:24][CH:23]=[C:22]([O:26][CH3:27])[N:21]=3)[N:19]=2)[CH:7]=1)[CH3:2]. (2) The product is: [Br:22][CH2:14][C:8]1[CH:9]=[CH:10][C:11]([O:12][CH3:13])=[C:6]([CH:7]=1)[O:5][CH2:4][C:3]1[C:2]([CH3:1])=[CH:19][CH:18]=[CH:17][C:16]=1[CH3:20]. Given the reactants [CH3:1][C:2]1[CH:19]=[CH:18][CH:17]=[C:16]([CH3:20])[C:3]=1[CH2:4][O:5][C:6]1[CH:7]=[C:8]([CH2:14]O)[CH:9]=[CH:10][C:11]=1[O:12][CH3:13].C(Br)(Br)(Br)[Br:22].C1(P(C2C=CC=CC=2)C2C=CC=CC=2)C=CC=CC=1, predict the reaction product. (3) Given the reactants Cl.[Cl:2][C:3]1[CH:8]=[CH:7][C:6]([CH2:9][CH:10]([NH:30]C(=O)[O-])[C:11]([N:13]2[CH2:18][CH2:17][N:16]([C:19]3[C:20]4[CH:27]([CH3:28])[S:26](=[O:29])[CH2:25][C:21]=4[N:22]=[CH:23][N:24]=3)[CH2:15][CH2:14]2)=[O:12])=[CH:5][CH:4]=1, predict the reaction product. The product is: [NH2:30][C@H:10]([CH2:9][C:6]1[CH:5]=[CH:4][C:3]([Cl:2])=[CH:8][CH:7]=1)[C:11]([N:13]1[CH2:14][CH2:15][N:16]([C:19]2[C:20]3[CH:27]([CH3:28])[S:26](=[O:29])[CH2:25][C:21]=3[N:22]=[CH:23][N:24]=2)[CH2:17][CH2:18]1)=[O:12]. (4) The product is: [C:20]12([C:17]3[CH:18]=[CH:19][C:14]([O:13][CH2:12][C:11]([NH:10][C:8]4[CH:7]=[N:6][CH:5]=[C:4]([CH:9]=4)[C:3]([OH:31])=[O:2])=[O:30])=[CH:15][CH:16]=3)[CH2:27][CH:26]3[CH2:28][CH:22]([CH2:23][CH:24]([CH2:25]3)[CH2:29]1)[CH2:21]2. Given the reactants C[O:2][C:3](=[O:31])[C:4]1[CH:9]=[C:8]([NH:10][C:11](=[O:30])[CH2:12][O:13][C:14]2[CH:19]=[CH:18][C:17]([C:20]34[CH2:29][CH:24]5[CH2:25][CH:26]([CH2:28][CH:22]([CH2:23]5)[CH2:21]3)[CH2:27]4)=[CH:16][CH:15]=2)[CH:7]=[N:6][CH:5]=1.[I-].[Li+], predict the reaction product. (5) Given the reactants [Cl:1][C:2]1[C:10]([Cl:11])=[CH:9][CH:8]=[CH:7][C:3]=1[C:4]([OH:6])=O.[CH3:12][C:13]1[N:18]=[CH:17][C:16]([CH:19]([CH:22]2[CH2:27][CH2:26][O:25][CH2:24][CH2:23]2)[CH2:20][NH2:21])=[CH:15][N:14]=1, predict the reaction product. The product is: [Cl:1][C:2]1[C:10]([Cl:11])=[CH:9][CH:8]=[CH:7][C:3]=1[C:4]([NH:21][CH2:20][CH:19]([C:16]1[CH:17]=[N:18][C:13]([CH3:12])=[N:14][CH:15]=1)[CH:22]1[CH2:23][CH2:24][O:25][CH2:26][CH2:27]1)=[O:6]. (6) Given the reactants [CH3:1][N:2]1[C:10]2[C:5](=[N:6][C:7]([NH2:11])=[CH:8][CH:9]=2)[CH:4]=[CH:3]1.Br[CH2:13][C:14]1[CH:24]=[CH:23][C:22]([O:25][CH3:26])=[CH:21][C:15]=1[C:16](OCC)=[O:17].C(N(CC)C(C)C)(C)C.O[Li].O, predict the reaction product. The product is: [CH3:26][O:25][C:22]1[CH:21]=[C:15]2[C:14]([CH2:13][N:11]([C:7]3[N:6]=[C:5]4[CH:4]=[CH:3][N:2]([CH3:1])[C:10]4=[CH:9][CH:8]=3)[C:16]2=[O:17])=[CH:24][CH:23]=1. (7) Given the reactants [O:1]=[C:2]1[N:6]([C:7]2[CH:14]=[CH:13][C:10]([C:11]#[N:12])=[C:9]([C:15]([F:18])([F:17])[F:16])[CH:8]=2)[C@@H:5]2[CH2:19][CH2:20][CH2:21][CH2:22][C@H:4]2[NH:3]1.Br[C:24]1[S:28][C:27]([C:29]([O:31][CH2:32][CH3:33])=[O:30])=[CH:26][CH:25]=1, predict the reaction product. The product is: [CH2:32]([O:31][C:29]([C:27]1[S:28][C:24]([N:3]2[C@@H:4]3[CH2:22][CH2:21][CH2:20][CH2:19][C@H:5]3[N:6]([C:7]3[CH:14]=[CH:13][C:10]([C:11]#[N:12])=[C:9]([C:15]([F:18])([F:16])[F:17])[CH:8]=3)[C:2]2=[O:1])=[CH:25][CH:26]=1)=[O:30])[CH3:33].